Dataset: Catalyst prediction with 721,799 reactions and 888 catalyst types from USPTO. Task: Predict which catalyst facilitates the given reaction. (1) The catalyst class is: 2. Product: [NH:43]1[C:38]2[CH:39]=[CH:40][CH:41]=[CH:42][C:37]=2[N:36]=[C:44]1[C:46]1[N:47]=[CH:48][N:49]2[C:54](=[O:55])[N:53]([CH2:56][C:57]#[CH:58])[N:52]=[N:51][C:50]=12. Reactant: S(OS(C(F)(F)F)(=O)=O)(C(F)(F)F)(=O)=O.C1(P(=O)(C2C=CC=CC=2)C2C=CC=CC=2)C=CC=CC=1.[NH2:36][C:37]1[CH:42]=[CH:41][CH:40]=[CH:39][C:38]=1[NH:43][C:44]([C:46]1[N:47]=[CH:48][N:49]2[C:54](=[O:55])[N:53]([CH2:56][C:57]#[CH:58])[N:52]=[N:51][C:50]=12)=O. (2) Reactant: [CH:1]1[C:11]2[CH2:10][CH2:9][C:8]3[CH:12]=[CH:13][CH:14]=[CH:15][C:7]=3[C:6](=[CH:16][C:17]3[N:22]=[C:21]([NH2:23])[CH:20]=[N:19][CH:18]=3)[C:5]=2[CH:4]=[CH:3][CH:2]=1.C(N(CC)CC)C.[CH3:31][S:32](Cl)(=[O:34])=[O:33].Cl. Product: [CH:12]1[C:8]2[CH2:9][CH2:10][C:11]3[CH:1]=[CH:2][CH:3]=[CH:4][C:5]=3[C:6](=[CH:16][C:17]3[N:22]=[C:21]([NH:23][S:32]([CH3:31])(=[O:34])=[O:33])[CH:20]=[N:19][CH:18]=3)[C:7]=2[CH:15]=[CH:14][CH:13]=1. The catalyst class is: 2. (3) Reactant: [OH-].[K+].[C:3]([O:7][C:8]([N:10]1[CH2:16][CH2:15][C:14]2[C:17]([S:22]C(=O)N(C)C)=[C:18]([Cl:21])[CH:19]=[CH:20][C:13]=2[CH2:12][CH2:11]1)=[O:9])([CH3:6])([CH3:5])[CH3:4].Br[CH2:29][CH2:30][CH2:31][N:32]1[C:40]2[C:35](=[CH:36][CH:37]=[CH:38][CH:39]=2)[C:34]([CH3:42])([CH3:41])[C:33]1=[O:43].O. Product: [C:3]([O:7][C:8]([N:10]1[CH2:16][CH2:15][C:14]2[C:17]([S:22][CH2:29][CH2:30][CH2:31][N:32]3[C:40]4[C:35](=[CH:36][CH:37]=[CH:38][CH:39]=4)[C:34]([CH3:42])([CH3:41])[C:33]3=[O:43])=[C:18]([Cl:21])[CH:19]=[CH:20][C:13]=2[CH2:12][CH2:11]1)=[O:9])([CH3:5])([CH3:6])[CH3:4]. The catalyst class is: 5.